From a dataset of Reaction yield outcomes from USPTO patents with 853,638 reactions. Predict the reaction yield, written as a fraction of the theoretical maximum amount of product (1.0 means a 100% yield; for example, 0.34 means a 34% yield). (1) The reactants are N[C:2]1[CH:7]=[CH:6][C:5]([O:8][CH:9]([F:11])[F:10])=[C:4]([CH3:12])[CH:3]=1.N([O-])=O.[Na+].[BrH:17]. The catalyst is O.[Cu]Br. The product is [Br:17][C:2]1[CH:7]=[CH:6][C:5]([O:8][CH:9]([F:11])[F:10])=[C:4]([CH3:12])[CH:3]=1. The yield is 0.370. (2) The reactants are C1(P(=[CH:20][C:21]([O:23][CH3:24])=[O:22])(C2C=CC=CC=2)C2C=CC=CC=2)C=CC=CC=1.[Br:25][C:26]1[O:30][C:29]([CH:31]=O)=[CH:28][CH:27]=1.O. The catalyst is C1(C)C=CC=CC=1. The product is [Br:25][C:26]1[O:30][C:29]([CH:31]=[CH:20][C:21]([O:23][CH3:24])=[O:22])=[CH:28][CH:27]=1. The yield is 0.770. (3) The reactants are C(OC([NH:8][C@H:9]([C:11]([NH:13][CH:14]1[N:20]=[C:19]([C:21]2[CH:26]=[CH:25][CH:24]=[CH:23][N:22]=2)[C:18]2[CH:27]=[CH:28][CH:29]=[CH:30][C:17]=2[N:16]([CH3:31])[C:15]1=[O:32])=[O:12])[CH3:10])=O)(C)(C)C.C(O)(C(F)(F)F)=O. The catalyst is C(Cl)Cl. The product is [NH2:8][C@H:9]([C:11]([NH:13][CH:14]1[N:20]=[C:19]([C:21]2[CH:26]=[CH:25][CH:24]=[CH:23][N:22]=2)[C:18]2[CH:27]=[CH:28][CH:29]=[CH:30][C:17]=2[N:16]([CH3:31])[C:15]1=[O:32])=[O:12])[CH3:10]. The yield is 0.660. (4) The reactants are [Cl:1][C:2]1[N:3]=[C:4]([C:9]([NH:11][C@@H:12]2[CH2:17][CH2:16][N:15]([C:18](OC(C)(C)C)=O)[CH2:14][C@H:13]2[NH:25][CH2:26][CH3:27])=[O:10])[NH:5][C:6]=1[CH2:7][CH3:8].Cl.O1CCOCC1.BrC1[S:37][C:38]2[C:44]([C:45]([O:47][CH2:48][CH3:49])=[O:46])=[CH:43][CH:42]=[CH:41][C:39]=2[N:40]=1.C(=O)([O-])[O-].[Na+].[Na+]. No catalyst specified. The product is [Cl:1][C:2]1[N:3]=[C:4]([C:9]([NH:11][C@@H:12]2[CH2:17][CH2:16][N:15]([C:18]3[S:37][C:38]4[C:44]([C:45]([O:47][CH2:48][CH3:49])=[O:46])=[CH:43][CH:42]=[CH:41][C:39]=4[N:40]=3)[CH2:14][C@H:13]2[NH:25][CH2:26][CH3:27])=[O:10])[NH:5][C:6]=1[CH2:7][CH3:8]. The yield is 0.480. (5) The product is [CH3:10][O:9][C:7]([CH:6]1[CH2:11][CH:12]([OH:14])[CH2:13][CH:4]([C:3]([O:2][CH3:1])=[O:15])[CH2:5]1)=[O:8]. The yield is 0.830. The catalyst is CO.[Rh]. The reactants are [CH3:1][O:2][C:3](=[O:15])[C:4]1[CH:13]=[C:12]([OH:14])[CH:11]=[C:6]([C:7]([O:9][CH3:10])=[O:8])[CH:5]=1.C(O)(=O)C. (6) The reactants are Br[CH2:2][C:3]([C:5]1[C:6]([CH3:19])=[N:7][N:8]([CH2:10][C:11]2[CH:16]=[CH:15][C:14]([O:17][CH3:18])=[CH:13][CH:12]=2)[CH:9]=1)=[O:4].[S-:20][C:21]#[N:22].[K+]. The catalyst is CC(C)=O.CCOC(C)=O. The product is [CH3:18][O:17][C:14]1[CH:15]=[CH:16][C:11]([CH2:10][N:8]2[CH:9]=[C:5]([C:3](=[O:4])[CH2:2][S:20][C:21]#[N:22])[C:6]([CH3:19])=[N:7]2)=[CH:12][CH:13]=1. The yield is 0.710. (7) The reactants are [Li+].CC([N-]C(C)C)C.[CH2:9]([O:11][C:12](=[O:23])[CH:13]([O:15][C:16]1[CH:21]=[CH:20][CH:19]=[CH:18][C:17]=1[CH3:22])[CH3:14])[CH3:10].[CH2:24]([O:31][C:32]1[CH:39]=[CH:38][C:35]([CH:36]=[O:37])=[CH:34][CH:33]=1)[C:25]1[CH:30]=[CH:29][CH:28]=[CH:27][CH:26]=1.C(O)(=O)C.[NH4+].[Cl-]. The catalyst is C1COCC1.C(OCC)C. The product is [CH2:9]([O:11][C:12](=[O:23])[C:13]([CH3:14])([O:15][C:16]1[CH:21]=[CH:20][CH:19]=[CH:18][C:17]=1[CH3:22])[CH:36]([C:35]1[CH:34]=[CH:33][C:32]([O:31][CH2:24][C:25]2[CH:26]=[CH:27][CH:28]=[CH:29][CH:30]=2)=[CH:39][CH:38]=1)[OH:37])[CH3:10]. The yield is 0.540. (8) The reactants are Cl.Cl.[O:3]1[C:7]2[CH:8]=[CH:9][C:10]([C:12]3([CH2:18][CH2:19][N:20]4[CH:25]5[CH2:26][CH2:27][CH:21]4[CH2:22][CH:23]([N:28]4[C:32]6[CH:33]=[CH:34][CH:35]=[CH:36][C:31]=6[N:30]=[C:29]4[CH3:37])[CH2:24]5)[CH2:17][CH2:16][NH:15][CH2:14][CH2:13]3)=[CH:11][C:6]=2[O:5][CH2:4]1.C(N(CC)CC)C.[Cl:45][C:46]1[CH:54]=[CH:53][C:49]([C:50](O)=[O:51])=[CH:48][C:47]=1[S:55](=[O:58])(=[O:57])[NH2:56].F[P-](F)(F)(F)(F)F.N1(OC(N(C)C)=[N+](C)C)C2N=CC=CC=2N=N1. The catalyst is CN(C)C=O.O. The product is [O:3]1[C:7]2[CH:8]=[CH:9][C:10]([C:12]3([CH2:18][CH2:19][N:20]4[C@H:25]5[CH2:26][CH2:27][C@@H:21]4[CH2:22][CH:23]([N:28]4[C:32]6[CH:33]=[CH:34][CH:35]=[CH:36][C:31]=6[N:30]=[C:29]4[CH3:37])[CH2:24]5)[CH2:13][CH2:14][N:15]([C:50]([C:49]4[CH:53]=[CH:54][C:46]([Cl:45])=[C:47]([S:55]([NH2:56])(=[O:57])=[O:58])[CH:48]=4)=[O:51])[CH2:16][CH2:17]3)=[CH:11][C:6]=2[O:5][CH2:4]1. The yield is 0.170.